This data is from Full USPTO retrosynthesis dataset with 1.9M reactions from patents (1976-2016). The task is: Predict the reactants needed to synthesize the given product. (1) Given the product [N:22]1[CH:27]=[CH:26][C:25]([C:2]2[CH:3]=[C:4]([CH:19]=[CH:20][CH:21]=2)[CH:5]=[C:6]2[CH2:11][CH2:10][N:9]([C:12]([O:14][C:15]([CH3:18])([CH3:17])[CH3:16])=[O:13])[CH2:8][CH2:7]2)=[CH:24][CH:23]=1, predict the reactants needed to synthesize it. The reactants are: Br[C:2]1[CH:3]=[C:4]([CH:19]=[CH:20][CH:21]=1)[CH:5]=[C:6]1[CH2:11][CH2:10][N:9]([C:12]([O:14][C:15]([CH3:18])([CH3:17])[CH3:16])=[O:13])[CH2:8][CH2:7]1.[N:22]1[CH:27]=[CH:26][C:25](B(O)O)=[CH:24][CH:23]=1.C(=O)([O-])[O-].[Na+].[Na+]. (2) Given the product [C:1]([C:5]1[CH:6]=[CH:7][C:8]([CH:11]2[CH2:13][CH:12]2[C:14]([NH:16][CH2:17][C:18]([C:20]2[CH:25]=[C:24]([OH:26])[CH:23]=[CH:22][C:21]=2[CH3:28])=[O:19])=[O:15])=[CH:9][CH:10]=1)([CH3:4])([CH3:3])[CH3:2], predict the reactants needed to synthesize it. The reactants are: [C:1]([C:5]1[CH:10]=[CH:9][C:8]([CH:11]2[CH2:13][CH:12]2[C:14]([NH:16][CH2:17][C:18]([C:20]2[CH:25]=[C:24]([O:26]C)[CH:23]=[CH:22][C:21]=2[CH3:28])=[O:19])=[O:15])=[CH:7][CH:6]=1)([CH3:4])([CH3:3])[CH3:2].B(Br)(Br)Br. (3) Given the product [F:11][C:12]1[CH:13]=[C:14]([C:2]2[CH:7]=[C:6]([N:8]([CH3:10])[CH3:9])[CH:5]=[CH:4][N:3]=2)[CH:15]=[C:16]([F:18])[CH:17]=1, predict the reactants needed to synthesize it. The reactants are: I[C:2]1[CH:7]=[C:6]([N:8]([CH3:10])[CH3:9])[CH:5]=[CH:4][N:3]=1.[F:11][C:12]1[CH:13]=[C:14](B(O)O)[CH:15]=[C:16]([F:18])[CH:17]=1.C([O-])([O-])=O.[K+].[K+]. (4) Given the product [N+:3]([C:6]1[CH:7]=[N:8][N:9]([CH2:11][CH2:12][CH2:13][CH2:14][CH:15]([OH:17])[CH3:16])[CH:10]=1)([O-:5])=[O:4], predict the reactants needed to synthesize it. The reactants are: N#N.[N+:3]([C:6]1[CH:7]=[N:8][N:9]([CH2:11][CH2:12][CH2:13][CH2:14][C:15](=[O:17])[CH3:16])[CH:10]=1)([O-:5])=[O:4].CC(C[AlH]CC(C)C)C.[C@H](O)(C([O-])=O)[C@@H](O)C([O-])=O.[Na+].[K+].